From a dataset of Full USPTO retrosynthesis dataset with 1.9M reactions from patents (1976-2016). Predict the reactants needed to synthesize the given product. (1) Given the product [NH2:25][S:21]([C:16]1[CH:17]=[CH:18][C:19]([F:20])=[C:14]([CH:15]=1)[C:12]([NH:11][C:9]1[S:10][C:6]([CH:1]2[CH2:5][CH2:4][CH2:3][CH2:2]2)=[N:7][N:8]=1)=[O:13])(=[O:23])=[O:22], predict the reactants needed to synthesize it. The reactants are: [CH:1]1([C:6]2[S:10][C:9]([NH:11][C:12]([C:14]3[CH:15]=[C:16]([S:21](Cl)(=[O:23])=[O:22])[CH:17]=[CH:18][C:19]=3[F:20])=[O:13])=[N:8][N:7]=2)[CH2:5][CH2:4][CH2:3][CH2:2]1.[NH4+:25].[OH-]. (2) Given the product [F:32][C:33]1[N:38]=[CH:37][C:36]([NH:39][C:2]2[C:10]3[O:9][CH2:8][C@@H:7]([N:11]([C:26](=[O:31])[C:27]([F:30])([F:29])[F:28])[C:12]4[CH:25]=[CH:24][C:15]5[C@H:16]([CH2:19][C:20]([O:22][CH3:23])=[O:21])[CH2:17][O:18][C:14]=5[CH:13]=4)[C:6]=3[CH:5]=[CH:4][CH:3]=2)=[CH:35][CH:34]=1, predict the reactants needed to synthesize it. The reactants are: Br[C:2]1[C:10]2[O:9][CH2:8][C@@H:7]([N:11]([C:26](=[O:31])[C:27]([F:30])([F:29])[F:28])[C:12]3[CH:25]=[CH:24][C:15]4[C@H:16]([CH2:19][C:20]([O:22][CH3:23])=[O:21])[CH2:17][O:18][C:14]=4[CH:13]=3)[C:6]=2[CH:5]=[CH:4][CH:3]=1.[F:32][C:33]1[N:38]=[CH:37][C:36]([NH2:39])=[CH:35][CH:34]=1.C1(P(C2C=CC=CC=2)C2C3OC4C(=CC=CC=4P(C4C=CC=CC=4)C4C=CC=CC=4)C(C)(C)C=3C=CC=2)C=CC=CC=1.C(=O)([O-])[O-].[Cs+].[Cs+]. (3) Given the product [Cl:15][C:10]1[CH:9]=[C:8]([C:6](=[O:43])[CH2:7][C:35]([O:38][CH2:31][CH3:32])=[O:36])[CH:13]=[CH:12][C:11]=1[F:14], predict the reactants needed to synthesize it. The reactants are: ClC1[CH:7]=[C:6]([C:8]2[CH:13]=[CH:12][C:11]([F:14])=[C:10]([Cl:15])[CH:9]=2)N=C(C(C)C)N=1.FC(F)(F)C1C(N2[CH2:32][CH2:31]NCC2)=NC=CC=1.[C:35]([O-:38])([O-])=[O:36].[K+].[K+].CC(N(C)C)=[O:43]. (4) Given the product [CH2:9]([NH:8][C:6]([C:5]1[CH:13]=[CH:14][C:2]([NH:16][C:17]([CH3:22])([CH3:21])[C:18]([OH:20])=[O:19])=[CH:3][C:4]=1[F:15])=[O:7])[CH2:10][CH2:11][CH3:12], predict the reactants needed to synthesize it. The reactants are: Br[C:2]1[CH:14]=[CH:13][C:5]([C:6]([NH:8][CH2:9][CH2:10][CH2:11][CH3:12])=[O:7])=[C:4]([F:15])[CH:3]=1.[NH2:16][C:17]([CH3:22])([CH3:21])[C:18]([OH:20])=[O:19].C([O-])([O-])=O.[K+].[K+].C(C1CCCCC1=O)(=O)C.C(O)(=O)CC(CC(O)=O)(C(O)=O)O.